From a dataset of Forward reaction prediction with 1.9M reactions from USPTO patents (1976-2016). Predict the product of the given reaction. Given the reactants [NH:1]1[CH2:5][CH:4]=[CH:3][CH2:2]1.[CH:6]1([N:9]2[C:18]3[C:13](=[CH:14][C:15]([F:22])=[C:16](F)[C:17]=3[O:19][CH3:20])[C:12](=[O:23])[C:11]([C:24]([OH:26])=[O:25])=[CH:10]2)[CH2:8][CH2:7]1, predict the reaction product. The product is: [CH:6]1([N:9]2[C:18]3[C:13](=[CH:14][C:15]([F:22])=[C:16]([N:1]4[CH2:5][CH:4]=[CH:3][CH2:2]4)[C:17]=3[O:19][CH3:20])[C:12](=[O:23])[C:11]([C:24]([OH:26])=[O:25])=[CH:10]2)[CH2:7][CH2:8]1.